From a dataset of NCI-60 drug combinations with 297,098 pairs across 59 cell lines. Regression. Given two drug SMILES strings and cell line genomic features, predict the synergy score measuring deviation from expected non-interaction effect. (1) Drug 1: C1CCC(C1)C(CC#N)N2C=C(C=N2)C3=C4C=CNC4=NC=N3. Drug 2: C1C(C(OC1N2C=NC(=NC2=O)N)CO)O. Cell line: TK-10. Synergy scores: CSS=5.42, Synergy_ZIP=-3.65, Synergy_Bliss=-2.85, Synergy_Loewe=-4.11, Synergy_HSA=-2.58. (2) Drug 1: CC1=CC2C(CCC3(C2CCC3(C(=O)C)OC(=O)C)C)C4(C1=CC(=O)CC4)C. Drug 2: C1=NC2=C(N=C(N=C2N1C3C(C(C(O3)CO)O)F)Cl)N. Cell line: CAKI-1. Synergy scores: CSS=15.7, Synergy_ZIP=-5.99, Synergy_Bliss=-12.5, Synergy_Loewe=-50.2, Synergy_HSA=-14.9. (3) Drug 1: CCC1(CC2CC(C3=C(CCN(C2)C1)C4=CC=CC=C4N3)(C5=C(C=C6C(=C5)C78CCN9C7C(C=CC9)(C(C(C8N6C)(C(=O)OC)O)OC(=O)C)CC)OC)C(=O)OC)O.OS(=O)(=O)O. Drug 2: CC1CCCC2(C(O2)CC(NC(=O)CC(C(C(=O)C(C1O)C)(C)C)O)C(=CC3=CSC(=N3)C)C)C. Cell line: OVCAR-4. Synergy scores: CSS=47.6, Synergy_ZIP=5.82, Synergy_Bliss=5.78, Synergy_Loewe=2.62, Synergy_HSA=6.49. (4) Drug 1: CC1C(C(CC(O1)OC2CC(OC(C2O)C)OC3=CC4=CC5=C(C(=O)C(C(C5)C(C(=O)C(C(C)O)O)OC)OC6CC(C(C(O6)C)O)OC7CC(C(C(O7)C)O)OC8CC(C(C(O8)C)O)(C)O)C(=C4C(=C3C)O)O)O)O. Drug 2: C(CN)CNCCSP(=O)(O)O. Cell line: SF-539. Synergy scores: CSS=10.3, Synergy_ZIP=-3.91, Synergy_Bliss=-7.52, Synergy_Loewe=-62.5, Synergy_HSA=-8.86.